From a dataset of Drug-target binding data from BindingDB using Ki measurements. Regression. Given a target protein amino acid sequence and a drug SMILES string, predict the binding affinity score between them. We predict pKi (pKi = -log10(Ki in M); higher means stronger inhibition). Dataset: bindingdb_ki. (1) The small molecule is Cn1c(=O)c2c(nc(-c3ccc(NC(=O)c4ccccc4)cc3)n2C)n(C)c1=O. The target protein (Q8BW75) has sequence MSNKSDVIVVGGGISGMAAAKLLHDCGLSVVVLEARDRVGGRTYTIRNKNVKYVDLGGSYVGPTQNRILRLAKELGLETYKVNEVERLIHFVKGKSYAFRGPFPPVWNPITYLDNNNLWRTMDEMGQEIPSDAPWKAPLAEEWDYMTMKELLDKICWTKSTKQIATLFVNLCVTAETHEVSALWFLWYVKQCGGTTRIISTTNGGQERKFIGGSGQVSERIKDILGDRVKLERPVIHIDQTGENVIVKTLNHEIYEAKYVISAIPPALGMKIHYSPPLPMLRNQLISRVPLGSVIKCMVYYKEPFWRKKDFCGTMVIEGEEAPIAYTLDDTKPDGTYAAIMGFILAHKARKLVRLTKEERLRKLCELYAKVLNSQEALQPVHYEEKNWCEEQYSGGCYTTYFPPGILTQYGRVLRQPVGKIFFAGTETASHWSGYMEGAVEAGERAAREILHAIGKIPEDEIWQPEPESLDVPARPITSTFLERHLPSVPGLLKLFGLTT.... The pKi is 6.6. (2) The compound is CN1[C@H]2CC[C@@H]1[C@@H](C(=O)N1CCCC1)[C@@H](c1ccc(I)cc1)C2. The target is MLLARMKPQVQPELGGADQ. The pKi is 7.7.